Predict the reactants needed to synthesize the given product. From a dataset of Full USPTO retrosynthesis dataset with 1.9M reactions from patents (1976-2016). (1) Given the product [OH:44][C@H:20]([C:12]1[CH:11]=[CH:10][C:9]([OH:8])=[C:18]2[C:13]=1[CH:14]=[CH:15][C:16](=[O:19])[NH:17]2)[CH2:21][NH:22][CH2:23][CH2:24][C:25]1[CH:30]=[CH:29][C:28]([NH:31][C:32]([NH:34][CH2:35][CH2:36][CH2:37][C:38]2[CH:43]=[CH:42][CH:41]=[CH:40][CH:39]=2)=[O:33])=[CH:27][CH:26]=1, predict the reactants needed to synthesize it. The reactants are: C([O:8][C:9]1[CH:10]=[CH:11][C:12]([C@@H:20]([OH:44])[CH2:21][NH:22][CH2:23][CH2:24][C:25]2[CH:30]=[CH:29][C:28]([NH:31][C:32]([NH:34][CH2:35][CH2:36][CH2:37][C:38]3[CH:43]=[CH:42][CH:41]=[CH:40][CH:39]=3)=[O:33])=[CH:27][CH:26]=2)=[C:13]2[C:18]=1[NH:17][C:16](=[O:19])[CH:15]=[CH:14]2)C1C=CC=CC=1. (2) The reactants are: C1C(=O)N([I:8])C(=O)C1.[F:9][C:10]1[CH:15]=[CH:14][C:13]([F:16])=[CH:12][C:11]=1[CH2:17][C:18]([N:20]1[C:28]2[C:23](=[C:24]([F:39])[C:25]([C:29]3[C:33]4[C:34]([NH2:38])=[N:35][CH:36]=[CH:37][C:32]=4[O:31][CH:30]=3)=[CH:26][CH:27]=2)[CH2:22][CH2:21]1)=[O:19].O. Given the product [F:9][C:10]1[CH:15]=[CH:14][C:13]([F:16])=[CH:12][C:11]=1[CH2:17][C:18]([N:20]1[C:28]2[C:23](=[C:24]([F:39])[C:25]([C:29]3[C:33]4[C:34]([NH2:38])=[N:35][CH:36]=[C:37]([I:8])[C:32]=4[O:31][CH:30]=3)=[CH:26][CH:27]=2)[CH2:22][CH2:21]1)=[O:19], predict the reactants needed to synthesize it. (3) Given the product [Cl:22][C:18]1[CH:17]=[C:16]([C:10](=[CH2:4])[C:11]([O:13][CH2:14][CH3:15])=[O:12])[CH:21]=[CH:20][CH:19]=1, predict the reactants needed to synthesize it. The reactants are: C=O.O=[C:4]([CH:10]([C:16]1[CH:21]=[CH:20][CH:19]=[C:18]([Cl:22])[CH:17]=1)[C:11]([O:13][CH2:14][CH3:15])=[O:12])C(OCC)=O. (4) Given the product [CH3:17][O:18][C:19]1[CH:20]=[C:21]([C:22]2[O:16][C:11]3[C:10]([N:9]=2)=[CH:15][CH:14]=[CH:13][N:12]=3)[CH:25]=[CH:26][C:27]=1[C:28]1[CH:33]=[CH:32][CH:31]=[CH:30][N:29]=1, predict the reactants needed to synthesize it. The reactants are: C[Si](OP(=O)=O)(C)C.[NH2:9][C:10]1[C:11]([OH:16])=[N:12][CH:13]=[CH:14][CH:15]=1.[CH3:17][O:18][C:19]1[CH:20]=[C:21]([CH:25]=[CH:26][C:27]=1[C:28]1[CH:33]=[CH:32][CH:31]=[CH:30][N:29]=1)[C:22](O)=O. (5) Given the product [O:26]=[C:20]([NH:9][CH2:10][C:11](=[O:12])[C:13]1[CH:18]=[CH:17][CH:16]=[CH:15][CH:14]=1)[C:21]([O:23][CH2:24][CH3:25])=[O:22], predict the reactants needed to synthesize it. The reactants are: C(N(CC)CC)C.Cl.[NH2:9][CH2:10][C:11]([C:13]1[CH:18]=[CH:17][CH:16]=[CH:15][CH:14]=1)=[O:12].Cl[C:20](=[O:26])[C:21]([O:23][CH2:24][CH3:25])=[O:22]. (6) Given the product [CH2:19]([NH:1][C@@H:2]([CH2:5][C:6]1[CH:11]=[CH:10][C:9]([O:12][C:13]2[CH:18]=[CH:17][CH:16]=[CH:15][N:14]=2)=[CH:8][CH:7]=1)[CH2:3][OH:4])[C:20]1[CH:25]=[CH:24][CH:23]=[CH:22][CH:21]=1, predict the reactants needed to synthesize it. The reactants are: [NH2:1][C@@H:2]([CH2:5][C:6]1[CH:11]=[CH:10][C:9]([O:12][C:13]2[CH:18]=[CH:17][CH:16]=[CH:15][N:14]=2)=[CH:8][CH:7]=1)[CH2:3][OH:4].[CH:19](=O)[C:20]1[CH:25]=[CH:24][CH:23]=[CH:22][CH:21]=1.C(O[BH-](OC(=O)C)OC(=O)C)(=O)C.[Na+].C(=O)(O)[O-].[Na+]. (7) Given the product [Cl:34][C:35]1[CH:43]=[CH:42][CH:41]=[C:40]([Cl:44])[C:36]=1[C:37]([NH:20][C@H:19]([C:21]([OH:23])=[O:22])[CH2:18][C:17]1[CH:25]=[CH:26][C:14]([CH2:13][CH2:12][CH2:11][C:9]2[CH:8]=[CH:7][CH:6]=[C:5]([NH:4][CH3:3])[N:10]=2)=[CH:15][CH:16]=1)=[O:38], predict the reactants needed to synthesize it. The reactants are: Cl.Cl.[CH3:3][NH:4][C:5]1[N:10]=[C:9]([CH2:11][CH2:12][CH2:13][C:14]2[CH:26]=[CH:25][C:17]([CH2:18][C@@H:19]([C:21]([O:23]C)=[O:22])[NH2:20])=[CH:16][CH:15]=2)[CH:8]=[CH:7][CH:6]=1.CN1CCOCC1.[Cl:34][C:35]1[CH:43]=[CH:42][CH:41]=[C:40]([Cl:44])[C:36]=1[C:37](O)=[O:38].CN(C(ON1N=NC2C=CC=CC1=2)=[N+](C)C)C.[B-](F)(F)(F)F.[Li+].[OH-].